This data is from Forward reaction prediction with 1.9M reactions from USPTO patents (1976-2016). The task is: Predict the product of the given reaction. (1) Given the reactants Br[C:2]1[CH:7]=[CH:6][C:5]([N:8]2[CH2:13][CH2:12][NH:11][CH2:10][CH2:9]2)=[CH:4][CH:3]=1.C(N(CC)CC)C.[CH:21]1([S:26](Cl)(=[O:28])=[O:27])[CH2:25][CH2:24][CH2:23][CH2:22]1.[B:30]1([B:30]2[O:34][C:33]([CH3:36])([CH3:35])[C:32]([CH3:38])([CH3:37])[O:31]2)[O:34][C:33]([CH3:36])([CH3:35])[C:32]([CH3:38])([CH3:37])[O:31]1.C([O-])(=O)C.[K+], predict the reaction product. The product is: [CH:21]1([S:26]([N:11]2[CH2:12][CH2:13][N:8]([C:5]3[CH:6]=[CH:7][C:2]([B:30]4[O:34][C:33]([CH3:36])([CH3:35])[C:32]([CH3:38])([CH3:37])[O:31]4)=[CH:3][CH:4]=3)[CH2:9][CH2:10]2)(=[O:28])=[O:27])[CH2:25][CH2:24][CH2:23][CH2:22]1. (2) Given the reactants CC(N1C2C=CC(Cl)=CC=2N=C1C1C=C(Cl)C=CC=1Cl)C(O)=O.C[CH:25]([N:29]1[C:33]2[CH:34]=[C:35]([Cl:38])[CH:36]=[CH:37][C:32]=2[N:31]=[C:30]1[C:39]1[CH:44]=[C:43]([Cl:45])[CH:42]=[CH:41][C:40]=1[Cl:46])[C:26](O)=[O:27].[C:47]([C:51]1[CH:52]=[C:53]([CH:55]=[C:56]([C:58]([CH3:61])([CH3:60])[CH3:59])[CH:57]=1)[NH2:54])([CH3:50])([CH3:49])[CH3:48].CN(C(ON1N=NC2C=CC=NC1=2)=[N+](C)C)C.F[P-](F)(F)(F)(F)F, predict the reaction product. The product is: [Cl:38][C:35]1[CH:36]=[CH:37][C:32]2[N:31]=[C:30]([C:39]3[CH:44]=[C:43]([Cl:45])[CH:42]=[CH:41][C:40]=3[Cl:46])[N:29]([CH2:25][C:26]([NH:54][C:53]3[CH:55]=[C:56]([C:58]([CH3:60])([CH3:59])[CH3:61])[CH:57]=[C:51]([C:47]([CH3:50])([CH3:49])[CH3:48])[CH:52]=3)=[O:27])[C:33]=2[CH:34]=1. (3) Given the reactants CO.[CH:3]1([S:6]([NH:9][C:10]([C@@:12]2([NH:17][C:18](=[O:24])[O:19][C:20]([CH3:23])([CH3:22])[CH3:21])[CH2:14][C@H:13]2[CH:15]=[CH2:16])=[O:11])(=[O:8])=[O:7])[CH2:5][CH2:4]1.CCCCCCC, predict the reaction product. The product is: [CH:3]1([S:6]([NH:9][C:10]([C@@:12]2([NH:17][C:18](=[O:24])[O:19][C:20]([CH3:23])([CH3:22])[CH3:21])[CH2:14][C@H:13]2[CH2:15][CH3:16])=[O:11])(=[O:8])=[O:7])[CH2:5][CH2:4]1. (4) The product is: [F:23][C:21]([F:22])([F:24])[C:18]1[N:19]=[CH:20][C:15]([CH2:14][CH:13]=[O:12])=[CH:16][CH:17]=1. Given the reactants FC(C1C=CC=CN=1)(F)F.C[O:12]/[CH:13]=[CH:14]/[C:15]1[CH:16]=[CH:17][C:18]([C:21]([F:24])([F:23])[F:22])=[N:19][CH:20]=1.C1COCC1.Cl.C([O-])(O)=O.[Na+], predict the reaction product. (5) Given the reactants [Na].[CH3:2][C@H:3]([CH2:19][CH2:20][CH3:21])[CH2:4][C:5]([N:7]1[C@H:11]([C:12]2[CH:17]=[CH:16][CH:15]=[CH:14][CH:13]=2)[CH2:10][O:9][C:8]1=[O:18])=[O:6].[CH3:22]I, predict the reaction product. The product is: [CH3:22][C@H:4]([C@H:3]([CH3:2])[CH2:19][CH2:20][CH3:21])[C:5]([N:7]1[C@H:11]([C:12]2[CH:17]=[CH:16][CH:15]=[CH:14][CH:13]=2)[CH2:10][O:9][C:8]1=[O:18])=[O:6]. (6) Given the reactants [Cl:1][C:2]1[S:3][C:4]([Cl:12])=[CH:5][C:6]=1[CH2:7][CH2:8][C:9]([OH:11])=O.[Li][CH3:14], predict the reaction product. The product is: [Cl:1][C:2]1[S:3][C:4]([Cl:12])=[CH:5][C:6]=1[CH2:7][CH2:8][C:9](=[O:11])[CH3:14]. (7) Given the reactants [CH:1]([O:4][C:5]1[N:10]=[CH:9][C:8]([O:11][C:12]2[CH:17]=[CH:16][C:15]([CH2:18][CH2:19][C@@H:20]([NH2:24])[CH:21]([CH3:23])[CH3:22])=[CH:14][CH:13]=2)=[CH:7][CH:6]=1)([CH3:3])[CH3:2].[C:25](OC(=O)C)(=[O:27])[CH3:26], predict the reaction product. The product is: [CH:1]([O:4][C:5]1[N:10]=[CH:9][C:8]([O:11][C:12]2[CH:17]=[CH:16][C:15]([CH2:18][CH2:19][C@@H:20]([NH:24][C:25](=[O:27])[CH3:26])[CH:21]([CH3:23])[CH3:22])=[CH:14][CH:13]=2)=[CH:7][CH:6]=1)([CH3:3])[CH3:2]. (8) Given the reactants [Cl:1][C:2]1[CH:3]=[CH:4][C:5]([O:23][CH3:24])=[C:6]([S:8]([N:11]2[C:19]3[C:14](=[CH:15][CH:16]=[C:17]([C:20](O)=[O:21])[CH:18]=3)[CH2:13][CH2:12]2)(=[O:10])=[O:9])[CH:7]=1.CN1CCOCC1.N1C(Cl)=NC(Cl)=NC=1Cl.[Cl:41][C:42]1[CH:47]=[CH:46][C:45]([NH2:48])=[CH:44][CH:43]=1, predict the reaction product. The product is: [Cl:41][C:42]1[CH:47]=[CH:46][C:45]([NH:48][C:20]([C:17]2[CH:18]=[C:19]3[C:14]([CH2:13][CH2:12][N:11]3[S:8]([C:6]3[CH:7]=[C:2]([Cl:1])[CH:3]=[CH:4][C:5]=3[O:23][CH3:24])(=[O:10])=[O:9])=[CH:15][CH:16]=2)=[O:21])=[CH:44][CH:43]=1. (9) Given the reactants [NH3:1].O.[Cl:3][C:4]1[CH:5]=[C:6]([C:10]2[N:11]=[CH:12][C:13]3[CH2:14][CH2:15][C:16]([CH3:28])([CH3:27])[C:17]4([C:23](=[O:24])[N:22]([CH3:25])[C:21](=S)[NH:20]4)[C:18]=3[CH:19]=2)[CH:7]=[CH:8][CH:9]=1, predict the reaction product. The product is: [NH2:1][C:21]1[N:22]([CH3:25])[C:23](=[O:24])[C:17]2([N:20]=1)[C:16]([CH3:28])([CH3:27])[CH2:15][CH2:14][C:13]1[CH:12]=[N:11][C:10]([C:6]3[CH:7]=[CH:8][CH:9]=[C:4]([Cl:3])[CH:5]=3)=[CH:19][C:18]2=1.